Dataset: Full USPTO retrosynthesis dataset with 1.9M reactions from patents (1976-2016). Task: Predict the reactants needed to synthesize the given product. (1) Given the product [CH3:25][O:24][C:7]1[CH:6]=[CH:5][C:4]2[N:3]=[C:2]([NH:26][C:27]3[CH:28]=[CH:29][C:30]4[CH2:36][CH2:35][CH2:34][C:33](=[O:37])[NH:32][C:31]=4[CH:38]=3)[C:11]3=[N:12][NH:13][CH:14]=[C:10]3[C:9]=2[CH:8]=1, predict the reactants needed to synthesize it. The reactants are: Cl[C:2]1[C:11]2=[N:12][N:13](CC3C=CC(OC)=CC=3)[CH:14]=[C:10]2[C:9]2[CH:8]=[C:7]([O:24][CH3:25])[CH:6]=[CH:5][C:4]=2[N:3]=1.[NH2:26][C:27]1[CH:28]=[CH:29][C:30]2[CH2:36][CH2:35][CH2:34][C:33](=[O:37])[NH:32][C:31]=2[CH:38]=1.Cl. (2) Given the product [Br:1][C:2]1[CH:3]=[C:4]2[C:9](=[CH:10][CH:11]=1)[N:8]=[CH:7][C:6]([C:12]([CH:14]1[CH2:16][CH2:15]1)=[O:13])=[C:5]2[NH:18][CH2:19][CH2:20][N:21]1[CH2:26][CH2:25][N:24]([C:27]([O:29][C:30]([CH3:33])([CH3:32])[CH3:31])=[O:28])[CH2:23][CH2:22]1, predict the reactants needed to synthesize it. The reactants are: [Br:1][C:2]1[CH:3]=[C:4]2[C:9](=[CH:10][CH:11]=1)[N:8]=[CH:7][C:6]([C:12]([CH:14]1[CH2:16][CH2:15]1)=[O:13])=[C:5]2Cl.[NH2:18][CH2:19][CH2:20][N:21]1[CH2:26][CH2:25][N:24]([C:27]([O:29][C:30]([CH3:33])([CH3:32])[CH3:31])=[O:28])[CH2:23][CH2:22]1. (3) Given the product [F:1][C:2]1[CH:8]=[CH:7][C:5]([NH:6][C:18]([CH:12]2[CH2:17][CH2:16][CH2:15][CH2:14][CH2:13]2)=[O:19])=[CH:4][C:3]=1[N+:9]([O-:11])=[O:10], predict the reactants needed to synthesize it. The reactants are: [F:1][C:2]1[CH:8]=[CH:7][C:5]([NH2:6])=[CH:4][C:3]=1[N+:9]([O-:11])=[O:10].[CH:12]1([C:18](Cl)=[O:19])[CH2:17][CH2:16][CH2:15][CH2:14][CH2:13]1.N1C=CC=CC=1.C(OCC)(=O)C. (4) The reactants are: [Na].[CH2:2]([O:9][C:10]1[CH:15]=[C:14]([O:16][CH2:17][C:18]2[CH:23]=[CH:22][CH:21]=[CH:20][CH:19]=2)[C:13]([Br:24])=[CH:12][C:11]=1[C:25](=[O:27])[CH3:26])[C:3]1[CH:8]=[CH:7][CH:6]=[CH:5][CH:4]=1.[C:28](OCC)(=[O:34])[C:29]([O:31][CH2:32][CH3:33])=[O:30].Cl. Given the product [CH2:32]([O:31][C:29](=[O:30])[C:28](=[O:34])[CH2:26][C:25]([C:11]1[CH:12]=[C:13]([Br:24])[C:14]([O:16][CH2:17][C:18]2[CH:23]=[CH:22][CH:21]=[CH:20][CH:19]=2)=[CH:15][C:10]=1[O:9][CH2:2][C:3]1[CH:8]=[CH:7][CH:6]=[CH:5][CH:4]=1)=[O:27])[CH3:33], predict the reactants needed to synthesize it.